From a dataset of Peptide-MHC class I binding affinity with 185,985 pairs from IEDB/IMGT. Regression. Given a peptide amino acid sequence and an MHC pseudo amino acid sequence, predict their binding affinity value. This is MHC class I binding data. (1) The peptide sequence is KEVNARIEPF. The MHC is HLA-B40:01 with pseudo-sequence HLA-B40:01. The binding affinity (normalized) is 0.554. (2) The peptide sequence is KLRPNSFWFV. The MHC is HLA-A02:01 with pseudo-sequence HLA-A02:01. The binding affinity (normalized) is 0.936. (3) The peptide sequence is LLTALGMSL. The MHC is HLA-A02:06 with pseudo-sequence HLA-A02:06. The binding affinity (normalized) is 0.664. (4) The peptide sequence is LPRWPPPQL. The MHC is HLA-A31:01 with pseudo-sequence HLA-A31:01. The binding affinity (normalized) is 0.0847. (5) The peptide sequence is DFIRRKYLIY. The MHC is HLA-A11:01 with pseudo-sequence HLA-A11:01. The binding affinity (normalized) is 0.0839. (6) The peptide sequence is GLYKQPGVPV. The MHC is HLA-A02:06 with pseudo-sequence HLA-A02:06. The binding affinity (normalized) is 0.382. (7) The peptide sequence is FIVEHINAM. The MHC is HLA-B57:01 with pseudo-sequence HLA-B57:01. The binding affinity (normalized) is 0.0847. (8) The peptide sequence is GPLVAGGLL. The MHC is HLA-B07:02 with pseudo-sequence HLA-B07:02. The binding affinity (normalized) is 0.612.